Task: Predict the reactants needed to synthesize the given product.. Dataset: Full USPTO retrosynthesis dataset with 1.9M reactions from patents (1976-2016) (1) Given the product [C:34]([NH:11][C:8]1[CH:7]=[C:3]2[C:2](=[CH:10][CH:9]=1)[N:1]=[C:30]([C:29]1[CH:32]=[CH:33][C:26]([O:25][CH2:24][CH2:23][CH2:22][N:16]3[CH2:21][CH2:20][CH2:19][CH2:18][CH2:17]3)=[CH:27][CH:28]=1)[N:15]([CH3:14])[C:4]2=[O:6])(=[O:36])[CH3:35], predict the reactants needed to synthesize it. The reactants are: [NH2:1][C:2]1[CH:10]=[CH:9][C:8]([N+:11]([O-])=O)=[CH:7][C:3]=1[C:4]([OH:6])=O.[CH3:14][NH2:15].[N:16]1([CH2:22][CH2:23][CH2:24][O:25][C:26]2[CH:33]=[CH:32][C:29]([CH:30]=O)=[CH:28][CH:27]=2)[CH2:21][CH2:20][CH2:19][CH2:18][CH2:17]1.[C:34](Cl)(=[O:36])[CH3:35]. (2) Given the product [I:35][C:32]1[CH:31]=[CH:28][C:27]2[O:26][C:2]([C:3]([O:5][CH2:6][CH3:7])=[O:4])=[CH:8][C:34]=2[CH:33]=1, predict the reactants needed to synthesize it. The reactants are: Br[CH:2]([C:8](OCC)=O)[C:3]([O:5][CH2:6][CH3:7])=[O:4].C(=O)([O-])[O-].[K+].[K+].C1(C)C=CC=CC=1.[OH:26][C:27]1[CH:34]=[CH:33][C:32]([I:35])=[CH:31][C:28]=1C=O. (3) Given the product [Cl:1][C:2]1[CH:10]=[CH:9][C:8]2[C:4](=[CH:5][N:6]([CH2:11][C:12]3[CH:13]=[C:14]([CH:19]=[CH:20][N:21]=3)[C:15]([OH:17])=[O:16])[N:7]=2)[CH:3]=1, predict the reactants needed to synthesize it. The reactants are: [Cl:1][C:2]1[CH:10]=[CH:9][C:8]2[C:4](=[CH:5][N:6]([CH2:11][C:12]3[CH:13]=[C:14]([CH:19]=[CH:20][N:21]=3)[C:15]([O:17]C)=[O:16])[N:7]=2)[CH:3]=1.O[Li].O.O. (4) Given the product [C:2]12([NH2:12])[CH2:9][CH:8]3[CH2:7][CH:6]([CH2:5][CH:4]([CH2:10]3)[CH2:3]1)[CH2:11]2, predict the reactants needed to synthesize it. The reactants are: Cl.[C:2]12([NH2:12])[CH2:11][CH:6]3[CH2:7][CH:8]([CH2:10][CH:4]([CH2:5]3)[CH2:3]1)[CH2:9]2.[OH-].[K+]. (5) Given the product [OH:27]/[N:26]=[C:9](/[C:11]1[CH:12]=[CH:13][C:14](=[O:18])[N:15]([CH3:17])[CH:16]=1)\[CH2:8][CH:7]([C:19]1[CH:24]=[CH:23][CH:22]=[CH:21][CH:20]=1)[C:1]1[CH:6]=[CH:5][CH:4]=[CH:3][CH:2]=1, predict the reactants needed to synthesize it. The reactants are: [C:1]1([CH:7]([C:19]2[CH:24]=[CH:23][CH:22]=[CH:21][CH:20]=2)[CH2:8][C:9]([C:11]2[CH:12]=[CH:13][C:14](=[O:18])[N:15]([CH3:17])[CH:16]=2)=O)[CH:6]=[CH:5][CH:4]=[CH:3][CH:2]=1.Cl.[NH2:26][OH:27].C([O-])(O)=O.[Na+]. (6) Given the product [Sn:3]([Cl:7])([Cl:6])([Cl:5])[Cl:4].[Cl-:8].[In+3:9].[Cl-:4].[Cl-:4].[OH-:1], predict the reactants needed to synthesize it. The reactants are: [OH-:1].[Na+].[Sn:3]([Cl:7])([Cl:6])([Cl:5])[Cl:4].[Cl-:8].[In+3:9].[Cl-].[Cl-].